This data is from Forward reaction prediction with 1.9M reactions from USPTO patents (1976-2016). The task is: Predict the product of the given reaction. (1) Given the reactants Cl[C:2]1[N:7]=[C:6]([NH:8][C:9]2[N:14]=[CH:13][C:12]3[N:15]=[C:16]([CH3:21])[N:17]([CH:18]([CH3:20])[CH3:19])[C:11]=3[CH:10]=2)[CH:5]=[CH:4][N:3]=1.[S:22]1[CH:26]=[CH:25][N:24]=[C:23]1[CH2:27][OH:28].[O-]P([O-])([O-])=O.[K+].[K+].[K+].C(P(C12CC3CC(CC(C3)C1)C2)C12CC3CC(CC(C3)C1)C2)CCC, predict the reaction product. The product is: [CH:18]([N:17]1[C:11]2[CH:10]=[C:9]([NH:8][C:6]3[CH:5]=[CH:4][N:3]=[C:2]([C:26]4[S:22][C:23]([CH2:27][OH:28])=[N:24][CH:25]=4)[N:7]=3)[N:14]=[CH:13][C:12]=2[N:15]=[C:16]1[CH3:21])([CH3:20])[CH3:19]. (2) Given the reactants [OH:1][C:2]1[CH:33]=[CH:32][C:5]([CH2:6][CH:7]2[C:16]3[C:11](=[CH:12][C:13]([O:19][CH3:20])=[C:14]([O:17][CH3:18])[CH:15]=3)[CH2:10][CH2:9][N:8]2[CH2:21][C:22]([NH:24][CH2:25][C:26]2[CH:31]=[CH:30][CH:29]=[CH:28][CH:27]=2)=[O:23])=[CH:4][C:3]=1[O:34][CH3:35].[CH2:36](Br)[CH2:37][CH2:38][CH3:39], predict the reaction product. The product is: [CH2:36]([O:1][C:2]1[CH:33]=[CH:32][C:5]([CH2:6][CH:7]2[C:16]3[C:11](=[CH:12][C:13]([O:19][CH3:20])=[C:14]([O:17][CH3:18])[CH:15]=3)[CH2:10][CH2:9][N:8]2[CH2:21][C:22]([NH:24][CH2:25][C:26]2[CH:31]=[CH:30][CH:29]=[CH:28][CH:27]=2)=[O:23])=[CH:4][C:3]=1[O:34][CH3:35])[CH2:37][CH2:38][CH3:39]. (3) The product is: [Cl:16][C:17]1[N:18]=[C:19]([I:35])[C:20]([C:24]([F:27])([F:26])[F:25])=[CH:21][CH:22]=1. Given the reactants CC1(C)CCCC(C)(C)N1.[Li]CCCC.[Cl:16][C:17]1[C:22](I)=[CH:21][C:20]([C:24]([F:27])([F:26])[F:25])=[CH:19][N:18]=1.ClC1C=C([I:35])C(C(F)(F)F)=CN=1, predict the reaction product. (4) The product is: [Cl:1][C:2]1[CH:3]=[CH:4][C:5]([F:25])=[C:6]([C:8]2[CH:17]=[C:16]([C:18]3[CH:23]=[N:22][CH:21]=[C:20]([C:36]4[CH:35]=[N:34][N:33]([CH2:32][CH2:31][N:26]5[CH2:30][CH2:29][CH2:28][CH2:27]5)[CH:37]=4)[N:19]=3)[C:15]3[C:10](=[N:11][CH:12]=[CH:13][CH:14]=3)[N:9]=2)[CH:7]=1. Given the reactants [Cl:1][C:2]1[CH:3]=[CH:4][C:5]([F:25])=[C:6]([C:8]2[CH:17]=[C:16]([C:18]3[CH:23]=[N:22][CH:21]=[C:20](Cl)[N:19]=3)[C:15]3[C:10](=[N:11][CH:12]=[CH:13][CH:14]=3)[N:9]=2)[CH:7]=1.[N:26]1([CH2:31][CH2:32][N:33]2[CH:37]=[C:36](B3OC(C)(C)C(C)(C)O3)[CH:35]=[N:34]2)[CH2:30][CH2:29][CH2:28][CH2:27]1.O.O.O.P([O-])([O-])([O-])=O.[K+].[K+].[K+].C(N(CC)CC)C, predict the reaction product. (5) Given the reactants [CH:1]([C:4]1[N:8]=[C:7]([C:9]([O:11]CC)=[O:10])[O:6][N:5]=1)([CH3:3])[CH3:2].[OH-].[Na+], predict the reaction product. The product is: [CH:1]([C:4]1[N:8]=[C:7]([C:9]([OH:11])=[O:10])[O:6][N:5]=1)([CH3:3])[CH3:2]. (6) Given the reactants Cl.[NH2:2][CH:3]1[CH2:8][CH2:7][N:6]([CH2:9][CH2:10][N:11]2[C:20]3[C:15](=[N:16][CH:17]=[C:18]([O:21][CH3:22])[CH:19]=3)[CH:14]=[CH:13][C:12]2=[O:23])[CH2:5][CH2:4]1.C[O-].[Na+].CO.[CH3:29][O:30][C:31]1[C:32]([CH3:39])=[CH:33][C:34]([CH:37]=O)=[N:35][CH:36]=1.C([BH3-])#N.[Na+].C(=O)([O-])O.[Na+], predict the reaction product. The product is: [CH3:22][O:21][C:18]1[CH:19]=[C:20]2[C:15]([CH:14]=[CH:13][C:12](=[O:23])[N:11]2[CH2:10][CH2:9][N:6]2[CH2:5][CH2:4][CH:3]([NH:2][CH2:37][C:34]3[CH:33]=[C:32]([CH3:39])[C:31]([O:30][CH3:29])=[CH:36][N:35]=3)[CH2:8][CH2:7]2)=[N:16][CH:17]=1. (7) Given the reactants [Br:1][C:2]1[C:3]([NH:9][CH:10]2[CH2:14][CH2:13][CH2:12][CH2:11]2)=[N:4][C:5](Cl)=[N:6][CH:7]=1.C[S-].[Na+].[OH2:18].C[S:20]([CH3:22])=[O:21], predict the reaction product. The product is: [Br:1][C:2]1[C:3]([NH:9][CH:10]2[CH2:14][CH2:13][CH2:12][CH2:11]2)=[N:4][C:5]([S:20]([CH3:22])(=[O:18])=[O:21])=[N:6][CH:7]=1. (8) Given the reactants I[C:2]1[CH:7]=[CH:6][N:5]2[C:8](=[O:11])[NH:9][N:10]=[C:4]2[CH:3]=1.[CH:12]1([NH:15][C:16](=[O:34])[C:17]2[CH:22]=[C:21](B3OC(C)(C)C(C)(C)O3)[C:20]([CH3:32])=[C:19]([F:33])[CH:18]=2)[CH2:14][CH2:13]1.C(=O)([O-])[O-].[Cs+].[Cs+].ClCCl, predict the reaction product. The product is: [CH:12]1([NH:15][C:16](=[O:34])[C:17]2[CH:22]=[C:21]([C:2]3[CH:7]=[CH:6][N:5]4[C:8](=[O:11])[NH:9][N:10]=[C:4]4[CH:3]=3)[C:20]([CH3:32])=[C:19]([F:33])[CH:18]=2)[CH2:13][CH2:14]1. (9) Given the reactants Cl[C:2]1[C:7]([C:8]#[N:9])=[C:6]([C:10]2[CH:15]=[CH:14][C:13]([O:16][CH2:17][C@@H:18]([OH:21])[CH2:19][OH:20])=[CH:12][CH:11]=2)[C:5]([C:22]#[N:23])=[C:4]([S:24][CH2:25][C:26]2[N:27]=[C:28]([C:31]3[CH:36]=[CH:35][C:34]([Cl:37])=[CH:33][CH:32]=3)[O:29][CH:30]=2)[N:3]=1.Cl.[CH3:39][NH:40][CH2:41][C:42]([O:44][CH3:45])=[O:43].C(N(CC)CC)C, predict the reaction product. The product is: [Cl:37][C:34]1[CH:35]=[CH:36][C:31]([C:28]2[O:29][CH:30]=[C:26]([CH2:25][S:24][C:4]3[N:3]=[C:2]([N:40]([CH3:39])[CH2:41][C:42]([O:44][CH3:45])=[O:43])[C:7]([C:8]#[N:9])=[C:6]([C:10]4[CH:15]=[CH:14][C:13]([O:16][CH2:17][C@@H:18]([OH:21])[CH2:19][OH:20])=[CH:12][CH:11]=4)[C:5]=3[C:22]#[N:23])[N:27]=2)=[CH:32][CH:33]=1. (10) The product is: [F:31][C:25]1[CH:26]=[C:27]([F:30])[CH:28]=[CH:29][C:24]=1[O:23][C:11]1[CH:10]=[CH:9][C:8]([NH:7][S:3]([CH2:1][CH3:2])(=[O:5])=[O:4])=[CH:13][C:12]=1[C:14]1[C:15]([F:22])=[CH:16][C:17](=[O:21])[N:18]([CH3:20])[CH:19]=1. Given the reactants [CH2:1]([S:3](Cl)(=[O:5])=[O:4])[CH3:2].[NH2:7][C:8]1[CH:9]=[CH:10][C:11]([O:23][C:24]2[CH:29]=[CH:28][C:27]([F:30])=[CH:26][C:25]=2[F:31])=[C:12]([C:14]2[C:15]([F:22])=[CH:16][C:17](=[O:21])[N:18]([CH3:20])[CH:19]=2)[CH:13]=1.N1C=CC=CC=1.Cl, predict the reaction product.